Dataset: Reaction yield outcomes from USPTO patents with 853,638 reactions. Task: Predict the reaction yield, written as a fraction of the theoretical maximum amount of product (1.0 means a 100% yield; for example, 0.34 means a 34% yield). (1) The reactants are [N:1]([CH2:4][C@H:5]([OH:22])[CH2:6][N:7]1[C:13]2[CH:14]=[CH:15][CH:16]=[CH:17][C:12]=2[CH2:11][CH2:10][C:9]2[CH:18]=[CH:19][CH:20]=[CH:21][C:8]1=2)=[N+]=[N-].C1C=CC(P(C2C=CC=CC=2)C2C=CC=CC=2)=CC=1. The catalyst is C1COCC1.O. The product is [NH2:1][CH2:4][C@H:5]([OH:22])[CH2:6][N:7]1[C:8]2[CH:21]=[CH:20][CH:19]=[CH:18][C:9]=2[CH2:10][CH2:11][C:12]2[CH:17]=[CH:16][CH:15]=[CH:14][C:13]1=2. The yield is 0.610. (2) The reactants are [NH2:1][CH2:2][CH2:3][CH2:4][CH2:5][C:6]1[CH:15]=[CH:14][C:9]([C:10]([NH:12][CH3:13])=[O:11])=[C:8]([NH:16][CH2:17][CH3:18])[N:7]=1.C(N(CC)CC)C.C(OC([N:33]([C:41]1[CH:46]=[CH:45][C:44]([CH2:47][NH2:48])=[CH:43][N:42]=1)C(OC(C)(C)C)=O)=O)(C)(C)C.[C:49](O)(C(F)(F)F)=[O:50]. The catalyst is C1COCC1.CN(C1C=CN=CC=1)C. The product is [NH2:33][C:41]1[N:42]=[CH:43][C:44]([CH2:47][NH:48][C:49](=[O:50])[NH:1][CH2:2][CH2:3][CH2:4][CH2:5][C:6]2[CH:15]=[CH:14][C:9]([C:10]([NH:12][CH3:13])=[O:11])=[C:8]([NH:16][CH2:17][CH3:18])[N:7]=2)=[CH:45][CH:46]=1. The yield is 0.700.